From a dataset of Reaction yield outcomes from USPTO patents with 853,638 reactions. Predict the reaction yield, written as a fraction of the theoretical maximum amount of product (1.0 means a 100% yield; for example, 0.34 means a 34% yield). (1) The reactants are Cl[C:2]1[CH:3]=[CH:4][C:5]([N+:15]([O-:17])=[O:16])=[C:6]([N:8]2[CH2:13][CH2:12][CH:11]([F:14])[CH2:10][CH2:9]2)[CH:7]=1.[CH3:18][N:19]1[CH2:24][CH2:23][NH:22][CH2:21][CH2:20]1. The catalyst is C(Cl)Cl. The product is [F:14][CH:11]1[CH2:12][CH2:13][N:8]([C:6]2[CH:7]=[C:2]([N:22]3[CH2:23][CH2:24][N:19]([CH3:18])[CH2:20][CH2:21]3)[CH:3]=[CH:4][C:5]=2[N+:15]([O-:17])=[O:16])[CH2:9][CH2:10]1. The yield is 0.930. (2) The reactants are [ClH:1].[OH:2][C:3]1[CH:4]=[C:5]([CH:31]=[C:32]([F:34])[CH:33]=1)[CH2:6][C@H:7]([NH:27][C:28](=[O:30])[CH3:29])[C@H:8]([OH:26])[CH2:9][NH:10][C:11]1([C:17]2[CH:22]=[CH:21][CH:20]=[C:19]([CH:23]([CH3:25])[CH3:24])[CH:18]=2)[CH2:16][CH2:15][CH2:14][CH2:13][CH2:12]1.Br[CH2:36][CH2:37][O:38][CH2:39][CH2:40][O:41][CH3:42]. No catalyst specified. The product is [ClH:1].[CH3:42][O:41][CH2:40][CH2:39][O:38][CH2:37][CH2:36][O:2][C:3]1[CH:4]=[C:5]([CH:31]=[C:32]([F:34])[CH:33]=1)[CH2:6][C@H:7]([NH:27][C:28](=[O:30])[CH3:29])[C@H:8]([OH:26])[CH2:9][NH:10][C:11]1([C:17]2[CH:22]=[CH:21][CH:20]=[C:19]([CH:23]([CH3:25])[CH3:24])[CH:18]=2)[CH2:16][CH2:15][CH2:14][CH2:13][CH2:12]1. The yield is 0.520. (3) The reactants are [OH:1][C:2]1[C:3]([C:11]2([CH2:32]O)[C:19]3[C:14](=[CH:15][CH:16]=[CH:17][CH:18]=3)[N:13]([CH2:20][C:21]3[CH:22]=[C:23]([CH:28]=[CH:29][CH:30]=3)[C:24]([O:26][CH3:27])=[O:25])[C:12]2=[O:31])=[CH:4][C:5]2[O:9][CH2:8][O:7][C:6]=2[CH:10]=1.C1(CCN2C3C(=CC=CC=3)C(C3C(O)=CC4OCOC=4C=3)(CO)C2=O)CC1. No catalyst specified. The product is [O:31]=[C:12]1[C:11]2([C:3]3=[CH:4][C:5]4[O:9][CH2:8][O:7][C:6]=4[CH:10]=[C:2]3[O:1][CH2:32]2)[C:19]2[C:14](=[CH:15][CH:16]=[CH:17][CH:18]=2)[N:13]1[CH2:20][C:21]1[CH:22]=[C:23]([CH:28]=[CH:29][CH:30]=1)[C:24]([O:26][CH3:27])=[O:25]. The yield is 0.730. (4) The reactants are [H-].[Na+].[CH3:3][S:4]([NH-:7])(=[O:6])=[O:5].[C:8]([C:10]1[CH:11]=[C:12]2[C:17](=[CH:18][C:19]=1[O:20][CH2:21][CH2:22][O:23][CH3:24])[N:16]=[CH:15][CH:14]=[C:13]2[O:25][C:26]1[CH:31]=[CH:30][C:29]([NH:32][C:33](=O)[O:34]C2C=CC=CC=2)=[CH:28][CH:27]=1)#[N:9]. The catalyst is O1CCCC1. The product is [C:8]([C:10]1[CH:11]=[C:12]2[C:17](=[CH:18][C:19]=1[O:20][CH2:21][CH2:22][O:23][CH3:24])[N:16]=[CH:15][CH:14]=[C:13]2[O:25][C:26]1[CH:27]=[CH:28][C:29]([NH:32][C:33]([NH:7][S:4]([CH3:3])(=[O:6])=[O:5])=[O:34])=[CH:30][CH:31]=1)#[N:9]. The yield is 0.750. (5) The reactants are [O:1]=[C:2]1[N:7]([C:8]2[CH:13]=[CH:12][CH:11]=[CH:10][CH:9]=2)[C:6]2[N:14]=[CH:15][CH:16]=[CH:17][C:5]=2[N:4]=[C:3]1[C:18]([OH:20])=O.C(Cl)(=O)C(Cl)=O.[C:27]1(=[O:34])[CH2:32][CH2:31][CH2:30][C:29](=[O:33])[CH2:28]1.C(N(CC)CC)C.CC(C)(O)C#N.[OH-].[Na+]. The catalyst is ClCCl.O.CN(C)C=O. The product is [OH:34][C:27]1[CH2:32][CH2:31][CH2:30][C:29](=[O:33])[C:28]=1[C:18]([C:3]1[C:2](=[O:1])[N:7]([C:8]2[CH:9]=[CH:10][CH:11]=[CH:12][CH:13]=2)[C:6]2[N:14]=[CH:15][CH:16]=[CH:17][C:5]=2[N:4]=1)=[O:20]. The yield is 0.730. (6) The reactants are C1N=CN(C(N2C=NC=C2)=O)C=1.[CH2:13]([O:15][P:16]([CH2:21][C:22]([OH:24])=O)([O:18][CH2:19][CH3:20])=[O:17])[CH3:14].[Cl:25][C:26]1[CH:27]=[C:28]([NH:41][C:42]2[C:43]3[CH:51]=[C:50]([NH2:52])[N:49]=[CH:48][C:44]=3[N:45]=[CH:46][N:47]=2)[CH:29]=[CH:30][C:31]=1[O:32][CH2:33][C:34]1[CH:39]=[CH:38][CH:37]=[C:36]([Cl:40])[CH:35]=1.CC(N(C)C)=O. The catalyst is C1COCC1.O.ClCCl.CO. The product is [Cl:25][C:26]1[CH:27]=[C:28]([NH:41][C:42]2[C:43]3[CH:51]=[C:50]([NH:52][C:22](=[O:24])[CH2:21][P:16](=[O:17])([O:15][CH2:13][CH3:14])[O:18][CH2:19][CH3:20])[N:49]=[CH:48][C:44]=3[N:45]=[CH:46][N:47]=2)[CH:29]=[CH:30][C:31]=1[O:32][CH2:33][C:34]1[CH:39]=[CH:38][CH:37]=[C:36]([Cl:40])[CH:35]=1. The yield is 0.930. (7) The reactants are [N+:1]([C:4]1[CH:9]=[CH:8][C:7]([C:10]2[CH:15]=[CH:14][N:13]3[C:16]4[CH:22]=[CH:21][CH:20]=[CH:19][C:17]=4[N:18]=[C:12]3[N:11]=2)=[CH:6][CH:5]=1)([O-])=O.O.O.Cl[Sn]Cl. The catalyst is C(O)C. The product is [N:11]1[C:12]2[N:13]([C:16]3[CH:22]=[CH:21][CH:20]=[CH:19][C:17]=3[N:18]=2)[CH:14]=[CH:15][C:10]=1[C:7]1[CH:6]=[CH:5][C:4]([NH2:1])=[CH:9][CH:8]=1. The yield is 0.670. (8) The reactants are [H-].[Na+].[Br:3][C:4]1[CH:9]=[C:8]([CH3:10])[CH:7]=[C:6]([Br:11])[C:5]=1[OH:12].CS(C)=O.[N+:17]([C:20]1[CH:25]=[CH:24][C:23]([N+]([O-])=O)=[CH:22][CH:21]=1)([O-:19])=[O:18]. The catalyst is CCCCCC.CO.O. The product is [Br:3][C:4]1[CH:9]=[C:8]([CH3:10])[CH:7]=[C:6]([Br:11])[C:5]=1[O:12][C:23]1[CH:24]=[CH:25][C:20]([N+:17]([O-:19])=[O:18])=[CH:21][CH:22]=1. The yield is 0.590. (9) The reactants are Br[CH2:2][C:3]1[CH:8]=[CH:7][CH:6]=[C:5]([C:9]([F:12])([F:11])[F:10])[CH:4]=1.[C-:13]#[N:14].[K+]. The catalyst is C(O)C.O. The product is [F:10][C:9]([F:12])([F:11])[C:5]1[CH:4]=[C:3]([CH2:2][C:13]#[N:14])[CH:8]=[CH:7][CH:6]=1. The yield is 1.00. (10) The product is [CH3:10][C:9]1[NH:12][CH:13]=[C:20]([CH3:21])[C:8]=1[C:7]1[CH:6]=[CH:11][N:15]=[C:13]([NH:12][C:9]2[CH:8]=[CH:7][C:6]([F:5])=[CH:11][CH:10]=2)[N:14]=1. No catalyst specified. The yield is 0.620. The reactants are [N+]([O-])(O)=O.[F:5][C:6]1[CH:11]=[CH:10][C:9]([NH:12][C:13]([NH2:15])=[NH:14])=[CH:8][CH:7]=1.[OH-].[Na+].CO[CH2:20][CH2:21]O.